This data is from Forward reaction prediction with 1.9M reactions from USPTO patents (1976-2016). The task is: Predict the product of the given reaction. (1) The product is: [Cl:30][C:15]1[CH:14]=[C:13]([NH:12][C:2]2[C:3]3[N:10]([CH3:11])[CH:9]=[CH:8][C:4]=3[N:5]=[CH:6][N:7]=2)[CH:29]=[CH:28][C:16]=1[O:17][C:18]1[CH:19]=[C:20]2[C:24](=[CH:25][CH:26]=1)[C:23](=[O:27])[NH:22][CH2:21]2. Given the reactants Cl[C:2]1[C:3]2[N:10]([CH3:11])[CH:9]=[CH:8][C:4]=2[N:5]=[CH:6][N:7]=1.[NH2:12][C:13]1[CH:29]=[CH:28][C:16]([O:17][C:18]2[CH:19]=[C:20]3[C:24](=[CH:25][CH:26]=2)[C:23](=[O:27])[NH:22][CH2:21]3)=[C:15]([Cl:30])[CH:14]=1.Cl.N1C=CC=CC=1.C(=O)([O-])O.[Na+], predict the reaction product. (2) Given the reactants [C:1]1([S:7][CH3:8])[CH:6]=[CH:5][CH:4]=[CH:3][CH:2]=1.[S:9]([O:14]C)([O:12][CH3:13])(=[O:11])=[O:10].O, predict the reaction product. The product is: [S:9]([O-:14])([O-:12])(=[O:11])=[O:10].[CH3:8][S+:7]([CH3:13])[C:1]1[CH:6]=[CH:5][CH:4]=[CH:3][CH:2]=1.[CH3:8][S+:7]([C:1]1[CH:6]=[CH:5][CH:4]=[CH:3][CH:2]=1)[CH3:13]. (3) The product is: [NH2:19][C:16]1[CH:17]=[CH:18][C:13]([CH2:12][N:4]2[C:5]3[N:6]=[CH:7][N:8]=[C:9]([NH2:11])[C:10]=3[C:2]([I:1])=[CH:3]2)=[CH:14][CH:15]=1. Given the reactants [I:1][C:2]1[C:10]2[C:9]([NH2:11])=[N:8][CH:7]=[N:6][C:5]=2[N:4]([CH2:12][C:13]2[CH:18]=[CH:17][C:16]([N+:19]([O-])=O)=[CH:15][CH:14]=2)[CH:3]=1.C1COCC1.[NH4+].[Cl-], predict the reaction product. (4) The product is: [F:15][C:16]1[CH:21]=[CH:20][CH:19]=[CH:18][C:17]=1[CH2:22][CH2:23][C:24]([NH:1][C@H:2]1[CH2:3][CH2:4][C@H:5]([C:8]2[CH:9]=[CH:10][C:11]([OH:14])=[CH:12][N:13]=2)[CH2:6][CH2:7]1)=[O:25]. Given the reactants [NH2:1][C@H:2]1[CH2:7][CH2:6][C@H:5]([C:8]2[N:13]=[CH:12][C:11]([OH:14])=[CH:10][CH:9]=2)[CH2:4][CH2:3]1.[F:15][C:16]1[CH:21]=[CH:20][CH:19]=[CH:18][C:17]=1[CH2:22][CH2:23][C:24](O)=[O:25], predict the reaction product. (5) The product is: [F:1][C:2]1[CH:9]=[C:8]([F:10])[CH:7]=[CH:6][C:3]=1[CH:4]=[CH:12][C:11]([OH:14])=[O:13]. Given the reactants [F:1][C:2]1[CH:9]=[C:8]([F:10])[CH:7]=[CH:6][C:3]=1[CH:4]=O.[C:11]([O:14]C(=O)C)(=[O:13])[CH3:12], predict the reaction product.